This data is from Catalyst prediction with 721,799 reactions and 888 catalyst types from USPTO. The task is: Predict which catalyst facilitates the given reaction. (1) Reactant: Cl[C:2]1[N:21]=[CH:20][C:19]([C:22]2[CH:27]=[C:26]([CH3:28])[CH:25]=[C:24]([CH3:29])[CH:23]=2)=[CH:18][C:3]=1[C:4]([NH:6][CH2:7][C:8]1[CH:13]=[CH:12][C:11]([O:14][CH3:15])=[C:10]([O:16][CH3:17])[CH:9]=1)=[O:5].[CH3:30][N:31]1[CH:35]=[C:34](B2OC(C)(C)C(C)(C)O2)[CH:33]=[N:32]1.C(=O)(O)[O-].[Na+]. Product: [CH3:17][O:16][C:10]1[CH:9]=[C:8]([CH:13]=[CH:12][C:11]=1[O:14][CH3:15])[CH2:7][NH:6][C:4](=[O:5])[C:3]1[CH:18]=[C:19]([C:22]2[CH:27]=[C:26]([CH3:28])[CH:25]=[C:24]([CH3:29])[CH:23]=2)[CH:20]=[N:21][C:2]=1[C:34]1[CH:33]=[N:32][N:31]([CH3:30])[CH:35]=1. The catalyst class is: 73. (2) Reactant: C(OC([N:8]1[CH2:13][CH:12]=[C:11]([C:14]2[CH:19]=[CH:18][C:17]([C:20]3[N:25]=[CH:24][CH:23]=[CH:22][N:21]=3)=[CH:16][CH:15]=2)[CH2:10][CH2:9]1)=O)(C)(C)C.[F:26][C:27]([F:32])([F:31])[C:28]([OH:30])=[O:29]. Product: [F:26][C:27]([F:32])([F:31])[C:28]([OH:30])=[O:29].[NH:8]1[CH2:9][CH:10]=[C:11]([C:14]2[CH:15]=[CH:16][C:17]([C:20]3[N:21]=[CH:22][CH:23]=[CH:24][N:25]=3)=[CH:18][CH:19]=2)[CH2:12][CH2:13]1. The catalyst class is: 4. (3) Reactant: [OH:1][CH2:2][C:3]1[N:8]=[CH:7][C:6]2[N:9]=[CH:10][N:11]([C:12]3[S:16][C:15]([C:17]([NH2:19])=[O:18])=[C:14]([O:20][C@@H:21]([C:23]4[CH:28]=[CH:27][CH:26]=[CH:25][C:24]=4[C:29]([F:32])([F:31])[F:30])[CH3:22])[CH:13]=3)[C:5]=2[CH:4]=1.C(N(CC)CC)C.[CH3:40][S:41](Cl)(=[O:43])=[O:42].O. Product: [CH3:40][S:41]([O:1][CH2:2][C:3]1[N:8]=[CH:7][C:6]2[N:9]=[CH:10][N:11]([C:12]3[S:16][C:15]([C:17](=[O:18])[NH2:19])=[C:14]([O:20][C@@H:21]([C:23]4[CH:28]=[CH:27][CH:26]=[CH:25][C:24]=4[C:29]([F:30])([F:31])[F:32])[CH3:22])[CH:13]=3)[C:5]=2[CH:4]=1)(=[O:43])=[O:42]. The catalyst class is: 4. (4) Product: [CH3:2][O:3][C:4]1[CH:9]=[C:8]2[C:7](=[CH:6][CH:5]=1)[N:10]=[C:14]([CH3:15])[C:13]2([CH3:17])[CH3:12]. The catalyst class is: 15. Reactant: Cl.[CH3:2][O:3][C:4]1[CH:9]=[CH:8][C:7]([NH:10]N)=[CH:6][CH:5]=1.[CH3:12][CH:13]([CH3:17])[C:14](=O)[CH3:15]. (5) Reactant: C[O:2][C:3](=[O:22])[CH2:4][CH2:5][N:6]1[C:11]2[CH:12]=[C:13]([CH3:17])[CH:14]=[C:15]([Cl:16])[C:10]=2[O:9][C@H:8]([CH:18]([CH3:20])[CH3:19])[C:7]1=[O:21].[OH-].[Na+]. Product: [Cl:16][C:15]1[C:10]2[O:9][C@H:8]([CH:18]([CH3:20])[CH3:19])[C:7](=[O:21])[N:6]([CH2:5][CH2:4][C:3]([OH:22])=[O:2])[C:11]=2[CH:12]=[C:13]([CH3:17])[CH:14]=1. The catalyst class is: 5. (6) Reactant: C(OC(=O)[NH:7][C:8]1[CH:13]=[C:12]([N:14]([CH2:16][CH2:17][O:18][CH3:19])[CH3:15])[C:11]([Cl:20])=[CH:10][C:9]=1[NH:21][C:22](=[O:37])[CH2:23][C:24](=O)[C:25]1[CH:30]=[CH:29][CH:28]=[C:27]([N:31]2[CH:35]=[CH:34][N:33]=[N:32]2)[CH:26]=1)(C)(C)C.C(O)(C(F)(F)F)=O. Product: [Cl:20][C:11]1[C:12]([N:14]([CH2:16][CH2:17][O:18][CH3:19])[CH3:15])=[CH:13][C:8]2[N:7]=[C:24]([C:25]3[CH:30]=[CH:29][CH:28]=[C:27]([N:31]4[CH:35]=[CH:34][N:33]=[N:32]4)[CH:26]=3)[CH2:23][C:22](=[O:37])[NH:21][C:9]=2[CH:10]=1. The catalyst class is: 2. (7) Reactant: C([O:3][C:4]([C:6]1([C:9]2[CH:14]=[CH:13][C:12]([C:15]3[CH:20]=[CH:19][C:18]([C:21]4[S:22][C:23]([Cl:38])=[CH:24][C:25]=4[NH:26][C:27]([O:29][CH:30]([C:32]4[C:36]([CH3:37])=[CH:35][S:34][CH:33]=4)[CH3:31])=[O:28])=[CH:17][C:16]=3[O:39][CH3:40])=[CH:11][CH:10]=2)[CH2:8][CH2:7]1)=[O:5])C.C(O)(C)C.[OH-].[Na+].Cl. Product: [Cl:38][C:23]1[S:22][C:21]([C:18]2[CH:19]=[CH:20][C:15]([C:12]3[CH:13]=[CH:14][C:9]([C:6]4([C:4]([OH:5])=[O:3])[CH2:7][CH2:8]4)=[CH:10][CH:11]=3)=[C:16]([O:39][CH3:40])[CH:17]=2)=[C:25]([NH:26][C:27]([O:29][CH:30]([C:32]2[C:36]([CH3:37])=[CH:35][S:34][CH:33]=2)[CH3:31])=[O:28])[CH:24]=1. The catalyst class is: 253. (8) Reactant: [CH3:1][C:2]1[S:6][C:5]([C:7]2[NH:8][CH:9]=[CH:10][CH:11]=2)=[N:4][CH:3]=1.[Br:12]N1C(=O)CCC1=O.O. Product: [Br:12][C:9]1[NH:8][C:7]([C:5]2[S:6][C:2]([CH3:1])=[CH:3][N:4]=2)=[CH:11][CH:10]=1. The catalyst class is: 7. (9) Reactant: [F:1][C:2]1[CH:7]=[CH:6][C:5]([NH:8][CH:9]2[CH2:14][CH2:13][N:12]([C:15]([O:17][C:18]([CH3:21])([CH3:20])[CH3:19])=[O:16])[CH2:11][CH2:10]2)=[CH:4][CH:3]=1.[H-].[Na+].[CH3:24]I.[Cl-].[NH4+]. Product: [F:1][C:2]1[CH:7]=[CH:6][C:5]([N:8]([CH3:24])[CH:9]2[CH2:10][CH2:11][N:12]([C:15]([O:17][C:18]([CH3:21])([CH3:20])[CH3:19])=[O:16])[CH2:13][CH2:14]2)=[CH:4][CH:3]=1. The catalyst class is: 9.